Dataset: Full USPTO retrosynthesis dataset with 1.9M reactions from patents (1976-2016). Task: Predict the reactants needed to synthesize the given product. Given the product [Cl:19][C:20]1[CH:25]=[C:24]([Cl:26])[CH:23]=[CH:22][C:21]=1[C:2]1[C:10]2[N:9]3[CH2:11][CH2:12][NH:13][C:14](=[O:15])[C:8]3=[C:7]([CH3:16])[C:6]=2[CH:5]=[C:4]([C:17]#[N:18])[CH:3]=1, predict the reactants needed to synthesize it. The reactants are: Br[C:2]1[C:10]2[N:9]3[CH2:11][CH2:12][NH:13][C:14](=[O:15])[C:8]3=[C:7]([CH3:16])[C:6]=2[CH:5]=[C:4]([C:17]#[N:18])[CH:3]=1.[Cl:19][C:20]1[CH:25]=[C:24]([Cl:26])[CH:23]=[CH:22][C:21]=1B(O)O.